From a dataset of Forward reaction prediction with 1.9M reactions from USPTO patents (1976-2016). Predict the product of the given reaction. (1) Given the reactants Br[C:2]1[CH:3]=[CH:4][C:5]2[N:13]([CH2:14][CH2:15][CH3:16])[CH2:12][CH2:11][CH2:10][CH2:9][C:8]([C:17]([O:19][CH3:20])=[O:18])=[CH:7][C:6]=2[CH:21]=1.[CH2:22]([O:26][CH2:27][CH2:28][O:29][C:30]1[CH:35]=[CH:34][C:33](OB(O)O)=[CH:32][CH:31]=1)[CH2:23][CH2:24][CH3:25].C(=O)([O-])[O-].[K+].[K+], predict the reaction product. The product is: [CH2:22]([O:26][CH2:27][CH2:28][O:29][C:30]1[CH:31]=[CH:32][C:33]([C:2]2[CH:3]=[CH:4][C:5]3[N:13]([CH2:14][CH2:15][CH3:16])[CH2:12][CH2:11][CH2:10][CH2:9][C:8]([C:17]([O:19][CH3:20])=[O:18])=[CH:7][C:6]=3[CH:21]=2)=[CH:34][CH:35]=1)[CH2:23][CH2:24][CH3:25]. (2) The product is: [CH3:1][O:2][C:3]1[CH:4]=[C:5]2[C:10](=[CH:11][C:12]=1[O:13][CH3:14])[N:9]=[CH:8][CH:7]=[C:6]2[O:15][C:16]1[CH:22]=[CH:21][C:19]([NH:20][C:40](=[O:42])[O:58][CH:56]([C:55]2[CH:59]=[CH:60][C:52]([F:51])=[CH:53][CH:54]=2)[CH3:57])=[C:18]([CH3:23])[C:17]=1[CH3:24]. Given the reactants [CH3:1][O:2][C:3]1[CH:4]=[C:5]2[C:10](=[CH:11][C:12]=1[O:13][CH3:14])[N:9]=[CH:8][CH:7]=[C:6]2[O:15][C:16]1[CH:22]=[CH:21][C:19]([NH2:20])=[C:18]([CH3:23])[C:17]=1[CH3:24].C1(C)C=CC=CC=1.C(N(CC)CC)C.Cl[C:40](Cl)([O:42]C(=O)OC(Cl)(Cl)Cl)Cl.[F:51][C:52]1[CH:60]=[CH:59][C:55]([CH:56]([OH:58])[CH3:57])=[CH:54][CH:53]=1, predict the reaction product. (3) Given the reactants [C:1]([O:5][C:6]([N:8]([CH3:22])[C@@H:9]([C:13]([CH3:21])([C:15]1[CH:20]=[CH:19][CH:18]=[CH:17][CH:16]=1)[CH3:14])[C:10]([OH:12])=O)=[O:7])([CH3:4])([CH3:3])[CH3:2].F[P-](F)(F)(F)(F)F.N1(O[P+](N2CCCC2)(N2CCCC2)N2CCCC2)C2C=CC=CC=2N=N1.C(N(C(C)C)CC)(C)C.[NH:65]1[CH2:70][CH2:69][O:68][CH2:67][CH2:66]1, predict the reaction product. The product is: [CH3:22][N:8]([C@H:9]([C:10]([N:65]1[CH2:70][CH2:69][O:68][CH2:67][CH2:66]1)=[O:12])[C:13]([CH3:21])([C:15]1[CH:16]=[CH:17][CH:18]=[CH:19][CH:20]=1)[CH3:14])[C:6](=[O:7])[O:5][C:1]([CH3:3])([CH3:4])[CH3:2]. (4) Given the reactants [Br:1][C:2]1[C:3]([C:9]#[N:10])=[N:4][CH:5]=[C:6](F)[CH:7]=1.[NH2:11][C@@H:12]1[CH2:17][CH2:16][CH2:15][CH2:14][C@@H:13]1[NH:18][C:19](=[O:25])[O:20][C:21]([CH3:24])([CH3:23])[CH3:22].CCN(C(C)C)C(C)C.O, predict the reaction product. The product is: [Br:1][C:2]1[CH:7]=[C:6]([NH:11][C@@H:12]2[CH2:17][CH2:16][CH2:15][CH2:14][C@@H:13]2[NH:18][C:19](=[O:25])[O:20][C:21]([CH3:23])([CH3:22])[CH3:24])[CH:5]=[N:4][C:3]=1[C:9]#[N:10]. (5) Given the reactants [C:1]([N:8]1[CH2:13][CH2:12][CH:11]([OH:14])[CH2:10][CH2:9]1)([O:3][C:4]([CH3:7])([CH3:6])[CH3:5])=[O:2].[H-].[Na+].[O:17]1[CH2:22][CH2:21][N:20]([C:23]2[N:28]=[C:27](Cl)[CH:26]=[C:25]([Cl:30])[N:24]=2)[CH2:19][CH2:18]1, predict the reaction product. The product is: [Cl:30][C:25]1[N:24]=[C:23]([N:20]2[CH2:21][CH2:22][O:17][CH2:18][CH2:19]2)[N:28]=[C:27]([O:14][CH:11]2[CH2:12][CH2:13][N:8]([C:1]([O:3][C:4]([CH3:7])([CH3:6])[CH3:5])=[O:2])[CH2:9][CH2:10]2)[CH:26]=1. (6) Given the reactants [F:1][C:2]1[CH:10]=[C:9]2[C:5]([C:6]([CH3:13])([CH3:12])[NH:7][C:8]2=[O:11])=[CH:4][CH:3]=1.Br[C:15]1[CH:16]=[C:17]([CH2:21][OH:22])[CH:18]=[N:19][CH:20]=1.[C@H]1(N)CCCC[C@@H]1N.C([O-])([O-])=O.[Cs+].[Cs+], predict the reaction product. The product is: [F:1][C:2]1[CH:10]=[C:9]2[C:5]([C:6]([CH3:13])([CH3:12])[N:7]([C:15]3[CH:20]=[N:19][CH:18]=[C:17]([CH2:21][OH:22])[CH:16]=3)[C:8]2=[O:11])=[CH:4][CH:3]=1. (7) The product is: [CH3:14][O:15][C:16]1[CH:23]=[CH:22][C:19]([CH2:20][O:3][C:4]2[C:5]([C:10]([O:12][CH3:13])=[O:11])=[N:6][CH:7]=[CH:8][CH:9]=2)=[CH:18][CH:17]=1. Given the reactants [H-].[Na+].[OH:3][C:4]1[C:5]([C:10]([O:12][CH3:13])=[O:11])=[N:6][CH:7]=[CH:8][CH:9]=1.[CH3:14][O:15][C:16]1[CH:23]=[CH:22][C:19]([CH2:20]Cl)=[CH:18][CH:17]=1.O, predict the reaction product.